This data is from Reaction yield outcomes from USPTO patents with 853,638 reactions. The task is: Predict the reaction yield, written as a fraction of the theoretical maximum amount of product (1.0 means a 100% yield; for example, 0.34 means a 34% yield). (1) The reactants are [BH4-].[Na+].[CH3:3][O:4][C:5]1[CH:10]=[CH:9][C:8]([C:11](=[O:29])[CH:12]([CH2:18][C:19]2[CH:24]=[CH:23][C:22]([C:25]([F:28])([F:27])[F:26])=[CH:21][CH:20]=2)[C:13]([O:15][CH2:16][CH3:17])=[O:14])=[CH:7][CH:6]=1.Cl. The catalyst is C(OCC)C.[Cl-].[Zn+2].[Cl-]. The product is [OH:29][CH:11]([C:8]1[CH:9]=[CH:10][C:5]([O:4][CH3:3])=[CH:6][CH:7]=1)[CH:12]([CH2:18][C:19]1[CH:24]=[CH:23][C:22]([C:25]([F:27])([F:28])[F:26])=[CH:21][CH:20]=1)[C:13]([O:15][CH2:16][CH3:17])=[O:14]. The yield is 0.870. (2) The reactants are C(=O)([O-])[O-].[K+].[K+].[Br:7][C:8]1[CH:9]=[C:10]([CH3:15])[C:11]([OH:14])=[N:12][CH:13]=1.Br[CH2:17][CH:18]1[CH2:20][CH2:19]1.CC(=O)OCC. The catalyst is CN(C=O)C. The product is [Br:7][C:8]1[CH:9]=[C:10]([CH3:15])[C:11](=[O:14])[N:12]([CH2:17][CH:18]2[CH2:20][CH2:19]2)[CH:13]=1. The yield is 0.660. (3) The reactants are [Cl:1][C:2]1[CH:3]=[C:4]([C@H:9]2[CH2:13][N:12]([C:14]([CH:16]3[CH2:21][CH2:20][N:19]([C:22]([C:24]4([CH3:27])[CH2:26][CH2:25]4)=[O:23])[CH2:18][CH2:17]3)=[O:15])[CH2:11][C@@H:10]2[N:28]([CH3:32])[C:29](Cl)=[O:30])[CH:5]=[CH:6][C:7]=1[Cl:8].[CH:33]1([CH2:36][CH2:37][NH:38][CH3:39])[CH2:35][CH2:34]1.C(N(CC)C(C)C)(C)C. The catalyst is C1COCC1.C(OCC)(=O)C. The product is [CH:33]1([CH2:36][CH2:37][N:38]([CH3:39])[C:29]([N:28]([C@@H:10]2[C@@H:9]([C:4]3[CH:5]=[CH:6][C:7]([Cl:8])=[C:2]([Cl:1])[CH:3]=3)[CH2:13][N:12]([C:14]([CH:16]3[CH2:17][CH2:18][N:19]([C:22]([C:24]4([CH3:27])[CH2:25][CH2:26]4)=[O:23])[CH2:20][CH2:21]3)=[O:15])[CH2:11]2)[CH3:32])=[O:30])[CH2:35][CH2:34]1. The yield is 0.720.